From a dataset of Forward reaction prediction with 1.9M reactions from USPTO patents (1976-2016). Predict the product of the given reaction. (1) Given the reactants [N:1]1[CH:6]=[CH:5][C:4]([C:7]2[CH:12]=[CH:11][N:10]=[CH:9][CH:8]=2)=[CH:3][CH:2]=1.[H][H].CO, predict the reaction product. The product is: [NH:10]1[CH2:11][CH2:12][CH:7]([C:4]2[CH:3]=[CH:2][N:1]=[CH:6][CH:5]=2)[CH2:8][CH2:9]1. (2) Given the reactants [Cl:1][C:2]1[N:7]=[C:6](Cl)[CH:5]=[CH:4][N:3]=1.[CH2:9]([CH2:11][NH2:12])[OH:10], predict the reaction product. The product is: [Cl:1][C:2]1[N:7]=[C:6]([NH:12][CH2:11][CH2:9][OH:10])[CH:5]=[CH:4][N:3]=1. (3) Given the reactants P(Cl)(Cl)Cl.[CH:5]1([C:10]([OH:12])=[O:11])[CH2:9][CH2:8][CH2:7][CH2:6]1.[Br:13]Br, predict the reaction product. The product is: [Br:13][C:5]1([C:10]([OH:12])=[O:11])[CH2:9][CH2:8][CH2:7][CH2:6]1.